Dataset: Forward reaction prediction with 1.9M reactions from USPTO patents (1976-2016). Task: Predict the product of the given reaction. (1) Given the reactants [NH2:1][C:2]1[C:7]2[C:8](=[O:20])[N:9]([C:13]3[CH:18]=[CH:17][C:16](Br)=[CH:15][CH:14]=3)[CH2:10][CH2:11][O:12][C:6]=2[N:5]=[CH:4][N:3]=1.[Cl:21][C:22]1[CH:23]=[C:24]([CH:41]=[CH:42][C:43]=1B1OC(C)(C)C(C)(C)O1)[CH2:25][N:26]([CH3:40])[C:27](=[O:39])[CH2:28][CH2:29][CH2:30][NH:31][C:32](=[O:38])[O:33][C:34]([CH3:37])([CH3:36])[CH3:35].P([O-])([O-])([O-])=O.[K+].[K+].[K+].CO, predict the reaction product. The product is: [NH2:1][C:2]1[C:7]2[C:8](=[O:20])[N:9]([C:13]3[CH:18]=[CH:17][C:16]([C:43]4[CH:42]=[CH:41][C:24]([CH2:25][N:26]([CH3:40])[C:27](=[O:39])[CH2:28][CH2:29][CH2:30][NH:31][C:32](=[O:38])[O:33][C:34]([CH3:37])([CH3:36])[CH3:35])=[CH:23][C:22]=4[Cl:21])=[CH:15][CH:14]=3)[CH2:10][CH2:11][O:12][C:6]=2[N:5]=[CH:4][N:3]=1. (2) Given the reactants FC(F)(F)C(O)=O.[Br:8][C:9]1[CH:14]=[CH:13][C:12]([C:15]2([C:36]#[N:37])[CH:19]([CH2:20][C:21]([CH3:24])([CH3:23])[CH3:22])[NH:18][CH:17]([C:25](O)=[O:26])[CH:16]2[C:28]2[CH:33]=[CH:32][CH:31]=[C:30]([Cl:34])[C:29]=2[F:35])=[CH:11][CH:10]=1.CC1(C)[O:43][C@@H:42]([CH2:44][CH2:45][NH2:46])[CH2:41][O:40]1.CN(C(ON1N=NC2C=CC=NC1=2)=[N+](C)C)C.F[P-](F)(F)(F)(F)F.CCN(C(C)C)C(C)C.Cl, predict the reaction product. The product is: [OH:43][C@H:42]([CH2:41][OH:40])[CH2:44][CH2:45][NH:46][C:25]([CH:17]1[CH:16]([C:28]2[CH:33]=[CH:32][CH:31]=[C:30]([Cl:34])[C:29]=2[F:35])[C:15]([C:12]2[CH:13]=[CH:14][C:9]([Br:8])=[CH:10][CH:11]=2)([C:36]#[N:37])[CH:19]([CH2:20][C:21]([CH3:24])([CH3:23])[CH3:22])[NH:18]1)=[O:26]. (3) Given the reactants C(OC(=O)[NH:7][C:8]1[CH:13]=[C:12]([N:14]([CH3:18])[CH2:15][CH2:16][CH3:17])[C:11]([Cl:19])=[CH:10][C:9]=1[NH:20][C:21](=[O:44])[CH2:22][C:23](=O)[C:24]1[CH:29]=[CH:28][CH:27]=[C:26]([N:30]2[C:34]([CH2:35][O:36]C3CCCCO3)=[N:33][CH:32]=[N:31]2)[CH:25]=1)(C)(C)C.C(O)(C(F)(F)F)=O, predict the reaction product. The product is: [Cl:19][C:11]1[C:12]([N:14]([CH3:18])[CH2:15][CH2:16][CH3:17])=[CH:13][C:8]2[N:7]=[C:23]([C:24]3[CH:29]=[CH:28][CH:27]=[C:26]([N:30]4[C:34]([CH2:35][OH:36])=[N:33][CH:32]=[N:31]4)[CH:25]=3)[CH2:22][C:21](=[O:44])[NH:20][C:9]=2[CH:10]=1. (4) The product is: [CH:3]1[C:4]2[N:10]([C:2]3[CH:7]=[CH:6][C:5]([N:10]4[C:7]5[CH:6]=[CH:5][CH:4]=[CH:3][C:2]=5[C:5]5[C:4]4=[CH:3][CH:2]=[CH:7][CH:6]=5)=[CH:4][CH:3]=3)[C:7]3[C:2](=[CH:3][CH:4]=[CH:5][CH:6]=3)[C:5]=2[CH:6]=[CH:7][CH:2]=1. Given the reactants Cl[C:2]1[CH:7]=[CH:6][C:5](Cl)=[CH:4][CH:3]=1.[Cl-].[NH4+:10], predict the reaction product.